Predict the reactants needed to synthesize the given product. From a dataset of Full USPTO retrosynthesis dataset with 1.9M reactions from patents (1976-2016). (1) Given the product [Br:1][C:2]1[CH:3]=[CH:4][C:5]2[CH2:12][NH:11][C:10]3[CH:16]=[CH:17][CH:18]=[CH:19][C:9]=3[C:8](=[O:20])[CH2:7][C:6]=2[CH:21]=1, predict the reactants needed to synthesize it. The reactants are: [Br:1][C:2]1[CH:3]=[CH:4][C:5]2[CH2:12][N:11](C(=O)C)[C:10]3[CH:16]=[CH:17][CH:18]=[CH:19][C:9]=3[CH:8]([OH:20])[CH2:7][C:6]=2[CH:21]=1. (2) Given the product [OH:70][C@H:68]1[CH2:69][N:65]([C:63](=[O:64])[C@@H:62]([NH:61][C:49](=[O:51])[O:1][CH2:2][CH2:3][O:4][CH2:5][CH2:6][O:7][C:8]2[CH:9]=[CH:10][C:11]([C:14]3[CH:15]=[CH:16][C:17]([N:20]4[C:24]([CH3:25])([CH3:26])[C:23](=[O:27])[N:22]([C:28]5[CH:35]=[CH:34][C:31]([C:32]#[N:33])=[C:30]([C:36]([F:39])([F:37])[F:38])[CH:29]=5)[C:21]4=[S:40])=[CH:18][CH:19]=3)=[CH:12][CH:13]=2)[C:87]([CH3:90])([CH3:89])[CH3:88])[C@H:66]([C:71](=[O:72])[NH:73][CH2:74][C:75]2[CH:80]=[CH:79][C:78]([C:81]3[S:85][CH:84]=[N:83][C:82]=3[CH3:86])=[CH:77][CH:76]=2)[CH2:67]1, predict the reactants needed to synthesize it. The reactants are: [OH:1][CH2:2][CH2:3][O:4][CH2:5][CH2:6][O:7][C:8]1[CH:13]=[CH:12][C:11]([C:14]2[CH:19]=[CH:18][C:17]([N:20]3[C:24]([CH3:26])([CH3:25])[C:23](=[O:27])[N:22]([C:28]4[CH:35]=[CH:34][C:31]([C:32]#[N:33])=[C:30]([C:36]([F:39])([F:38])[F:37])[CH:29]=4)[C:21]3=[S:40])=[CH:16][CH:15]=2)=[CH:10][CH:9]=1.C(N(CC)CC)C.Cl[C:49](Cl)([O:51]C(=O)OC(Cl)(Cl)Cl)Cl.Cl.[NH2:61][C@@H:62]([C:87]([CH3:90])([CH3:89])[CH3:88])[C:63]([N:65]1[CH2:69][C@H:68]([OH:70])[CH2:67][C@H:66]1[C:71]([NH:73][CH2:74][C:75]1[CH:80]=[CH:79][C:78]([C:81]2[S:85][CH:84]=[N:83][C:82]=2[CH3:86])=[CH:77][CH:76]=1)=[O:72])=[O:64].